This data is from Catalyst prediction with 721,799 reactions and 888 catalyst types from USPTO. The task is: Predict which catalyst facilitates the given reaction. Reactant: C(OC([N:8]1[CH2:13][CH2:12][CH:11]([CH2:14][C:15]2[C:20]3[C:21]4[CH:36]=[CH:35][CH:34]=[N:33][C:22]=4[N:23]([S:24]([C:27]4[CH:32]=[CH:31][CH:30]=[CH:29][CH:28]=4)(=[O:26])=[O:25])[C:19]=3[CH:18]=[N:17][C:16]=2[C:37]#[N:38])[CH2:10][CH2:9]1)=O)(C)(C)C.FC(F)(F)C(O)=O. Product: [C:27]1([S:24]([N:23]2[C:19]3[CH:18]=[N:17][C:16]([C:37]#[N:38])=[C:15]([CH2:14][CH:11]4[CH2:12][CH2:13][NH:8][CH2:9][CH2:10]4)[C:20]=3[C:21]3[CH:36]=[CH:35][CH:34]=[N:33][C:22]2=3)(=[O:26])=[O:25])[CH:28]=[CH:29][CH:30]=[CH:31][CH:32]=1. The catalyst class is: 4.